Task: Predict the product of the given reaction.. Dataset: Forward reaction prediction with 1.9M reactions from USPTO patents (1976-2016) (1) Given the reactants I[C:2]1[CH:3]=[CH:4][C:5]2[O:9][CH:8]=[C:7]([CH2:10][CH2:11][NH:12][C:13](=[O:15])[CH3:14])[C:6]=2[CH:16]=1.[CH:17]([Sn](CCCC)(CCCC)CCCC)=[CH2:18], predict the reaction product. The product is: [CH:17]([C:2]1[CH:3]=[CH:4][C:5]2[O:9][CH:8]=[C:7]([CH2:10][CH2:11][NH:12][C:13](=[O:15])[CH3:14])[C:6]=2[CH:16]=1)=[CH2:18]. (2) Given the reactants [C:1]([C:3]1[CH:4]=[N:5][N:6]2[C:11]([C:12]([F:15])([F:14])[F:13])=[CH:10][C:9]([C:16]3[CH:21]=[CH:20][C:19]([C:22]([F:25])([F:24])[F:23])=[CH:18][CH:17]=3)=[N:8][C:7]=12)#[CH:2].[NH2:26][C:27]1[CH:32]=[N:31][C:30](Br)=[CH:29][N:28]=1, predict the reaction product. The product is: [F:15][C:12]([F:14])([F:13])[C:11]1[N:6]2[N:5]=[CH:4][C:3]([C:1]#[C:2][C:30]3[N:31]=[CH:32][C:27]([NH2:26])=[N:28][CH:29]=3)=[C:7]2[N:8]=[C:9]([C:16]2[CH:21]=[CH:20][C:19]([C:22]([F:25])([F:24])[F:23])=[CH:18][CH:17]=2)[CH:10]=1. (3) Given the reactants S(Cl)(Cl)=O.[CH:5]1([CH2:8][C:9]([OH:11])=O)[CH2:7][CH2:6]1.[Cl:12][C:13]1[C:18]([N:19]2[CH2:24][CH2:23][CH:22]([C:25]3[CH:30]=[CH:29][CH:28]=[C:27]([F:31])[CH:26]=3)[CH2:21][CH2:20]2)=[CH:17][N:16]=[N:15][C:14]=1[NH:32][NH2:33].C(=O)(O)[O-].[Na+], predict the reaction product. The product is: [Cl:12][C:13]1[C:18]([N:19]2[CH2:20][CH2:21][CH:22]([C:25]3[CH:30]=[CH:29][CH:28]=[C:27]([F:31])[CH:26]=3)[CH2:23][CH2:24]2)=[CH:17][N:16]=[N:15][C:14]=1[NH:32][NH:33][C:9](=[O:11])[CH2:8][CH:5]1[CH2:6][CH2:7]1. (4) Given the reactants [O:1]1[CH:5]=[CH:4][CH:3]=[C:2]1[C:6]([OH:8])=O.C1CCC(N=C=NC2CCCCC2)CC1.C1C=CC2N(O)N=NC=2C=1.[CH:34]12[CH2:41][N:40]([C:42]([O:44][C:45]([CH3:48])([CH3:47])[CH3:46])=[O:43])[CH2:39][CH:38]1[CH2:37][CH2:36][NH:35]2, predict the reaction product. The product is: [O:1]1[CH:5]=[CH:4][CH:3]=[C:2]1[C:6]([N:35]1[CH2:36][CH2:37][CH:38]2[CH:34]1[CH2:41][N:40]([C:42]([O:44][C:45]([CH3:48])([CH3:47])[CH3:46])=[O:43])[CH2:39]2)=[O:8]. (5) Given the reactants [NH2:1][C:2]1[N:7]=[C:6]([NH2:8])[C:5]([O:9][C:10]2[C:11]([CH:20]([CH3:22])[CH3:21])=[CH:12][C:13]([O:18][CH3:19])=[C:14]([CH:17]=2)[C:15]#[N:16])=[CH:4][N:3]=1.[CH2:23](N)[CH2:24][NH2:25], predict the reaction product. The product is: [NH:16]1[CH2:23][CH2:24][N:25]=[C:15]1[C:14]1[C:13]([O:18][CH3:19])=[CH:12][C:11]([CH:20]([CH3:22])[CH3:21])=[C:10]([CH:17]=1)[O:9][C:5]1[C:6]([NH2:8])=[N:7][C:2]([NH2:1])=[N:3][CH:4]=1.